From a dataset of Buchwald-Hartwig C-N cross coupling reaction yields with 55,370 reactions. Predict the reaction yield, written as a fraction of the theoretical maximum amount of product (1.0 means a 100% yield; for example, 0.34 means a 34% yield). (1) The reactants are Brc1ccccn1.Cc1ccc(N)cc1.O=S(=O)(O[Pd]1c2ccccc2-c2ccccc2N~1)C(F)(F)F.CC(C)c1cc(C(C)C)c(-c2ccccc2P(C(C)(C)C)C(C)(C)C)c(C(C)C)c1.CCN=P(N=P(N(C)C)(N(C)C)N(C)C)(N(C)C)N(C)C.Cc1ccon1. No catalyst specified. The product is Cc1ccc(Nc2ccccn2)cc1. The yield is 0.631. (2) The reactants are Clc1ccccn1.Cc1ccc(N)cc1.O=S(=O)(O[Pd]1c2ccccc2-c2ccccc2N~1)C(F)(F)F.CC(C)c1cc(C(C)C)c(-c2ccccc2P(C(C)(C)C)C(C)(C)C)c(C(C)C)c1.CN1CCCN2CCCN=C12.c1ccc(-c2cnoc2)cc1. No catalyst specified. The product is Cc1ccc(Nc2ccccn2)cc1. The yield is 0.884. (3) The reactants are Clc1ccccn1.Cc1ccc(N)cc1.O=S(=O)(O[Pd]1c2ccccc2-c2ccccc2N~1)C(F)(F)F.CC(C)c1cc(C(C)C)c(-c2ccccc2P(C(C)(C)C)C(C)(C)C)c(C(C)C)c1.CN(C)C(=NC(C)(C)C)N(C)C.c1ccc2nocc2c1. No catalyst specified. The product is Cc1ccc(Nc2ccccn2)cc1. The yield is 0.0825. (4) The reactants are Ic1ccccn1.Cc1ccc(N)cc1.O=S(=O)(O[Pd]1c2ccccc2-c2ccccc2N~1)C(F)(F)F.CC(C)c1cc(C(C)C)c(-c2ccccc2P(C(C)(C)C)C(C)(C)C)c(C(C)C)c1.CCN=P(N=P(N(C)C)(N(C)C)N(C)C)(N(C)C)N(C)C.c1ccc(-c2ccon2)cc1. No catalyst specified. The product is Cc1ccc(Nc2ccccn2)cc1. The yield is 0.731. (5) The reactants are FC(F)(F)c1ccc(Br)cc1.Cc1ccc(N)cc1.O=S(=O)(O[Pd]1c2ccccc2-c2ccccc2N~1)C(F)(F)F.CC(C)c1cc(C(C)C)c(-c2ccccc2P(C(C)(C)C)C(C)(C)C)c(C(C)C)c1.CN(C)C(=NC(C)(C)C)N(C)C.Cc1cc(-n2cccc2)no1. No catalyst specified. The product is Cc1ccc(Nc2ccc(C(F)(F)F)cc2)cc1. The yield is 0.381.